Dataset: Full USPTO retrosynthesis dataset with 1.9M reactions from patents (1976-2016). Task: Predict the reactants needed to synthesize the given product. (1) Given the product [C:6]([N:8]1[CH2:12][C:11](=[CH:13][Cl:14])[CH2:10][C@H:9]1[C:15]([NH:33][CH2:32][C:28]1[O:27][CH:31]=[CH:30][CH:29]=1)=[O:17])(=[O:7])[C:19]1[CH:20]=[CH:21][CH:22]=[CH:23][CH:24]=1, predict the reactants needed to synthesize it. The reactants are: C(O[C:6]([N:8]1[CH2:12][C:11](=[CH:13][Cl:14])[CH2:10][C@H:9]1[C:15]([OH:17])=O)=[O:7])(C)(C)C.C(Cl)(=O)[C:19]1[CH:24]=[CH:23][CH:22]=[CH:21][CH:20]=1.[O:27]1[CH:31]=[CH:30][CH:29]=[C:28]1[CH2:32][NH2:33]. (2) Given the product [CH3:16][C:4]1[N:5]=[C:6]([C:8]2[CH:13]=[CH:12][CH:11]=[C:10]([F:14])[C:9]=2[F:15])[CH:7]=[C:2]([O:21][CH:18]([CH3:17])[C:19]#[CH:20])[N:3]=1, predict the reactants needed to synthesize it. The reactants are: Cl[C:2]1[CH:7]=[C:6]([C:8]2[CH:13]=[CH:12][CH:11]=[C:10]([F:14])[C:9]=2[F:15])[N:5]=[C:4]([CH3:16])[N:3]=1.[CH3:17][CH:18]([OH:21])[C:19]#[CH:20].[H-].[Na+].O. (3) Given the product [CH3:13][C@H:9]1[CH2:10][CH2:11][CH2:12][N:8]1[C:5]1[N:4]=[CH:3][C:2]([B:14]2[O:18][C:17]([CH3:20])([CH3:19])[C:16]([CH3:22])([CH3:21])[O:15]2)=[CH:7][N:6]=1, predict the reactants needed to synthesize it. The reactants are: Br[C:2]1[CH:3]=[N:4][C:5]([N:8]2[CH2:12][CH2:11][CH2:10][C@@H:9]2[CH3:13])=[N:6][CH:7]=1.[B:14]1([B:14]2[O:18][C:17]([CH3:20])([CH3:19])[C:16]([CH3:22])([CH3:21])[O:15]2)[O:18][C:17]([CH3:20])([CH3:19])[C:16]([CH3:22])([CH3:21])[O:15]1.C([O-])(=O)C.[K+].